Task: Predict the product of the given reaction.. Dataset: Forward reaction prediction with 1.9M reactions from USPTO patents (1976-2016) (1) Given the reactants [C:1]([O:7][CH2:8][CH3:9])(=[O:6])[CH2:2][C:3]([CH3:5])=O.[I:10][C:11]1[CH:18]=[CH:17][CH:16]=[CH:15][C:12]=1[CH:13]=O.[NH4+:19].[OH-:20], predict the reaction product. The product is: [I:10][C:11]1[CH:18]=[CH:17][CH:16]=[CH:15][C:12]=1[CH:13]1[C:2]([C:1]([O:7][CH2:8][CH3:9])=[O:6])=[C:3]([CH3:5])[NH:19][C:3]([CH3:5])=[C:2]1[C:1]([O:7][CH2:8][CH3:9])=[O:20]. (2) Given the reactants [F:1][C:2]1[CH:7]=[C:6]([I:8])[CH:5]=[CH:4][C:3]=1[NH:9][C:10]1[N:15]2[CH:16]=[N:17][CH:18]=[C:14]2[CH:13]=[N:12][C:11]=1[C:19]([OH:21])=O.Cl.[NH2:23][O:24][CH2:25][C@@H:26]([OH:28])[CH3:27].CCN(C(C)C)C(C)C.C1C=CC2N(O)N=NC=2C=1.CCN=C=NCCCN(C)C, predict the reaction product. The product is: [OH:28][C@@H:26]([CH3:27])[CH2:25][O:24][NH:23][C:19]([C:11]1[N:12]=[CH:13][C:14]2[N:15]([CH:16]=[N:17][CH:18]=2)[C:10]=1[NH:9][C:3]1[CH:4]=[CH:5][C:6]([I:8])=[CH:7][C:2]=1[F:1])=[O:21]. (3) Given the reactants [CH3:1][C:2]1[O:6][N:5]=[C:4]([C:7]2[CH:12]=[CH:11][CH:10]=[CH:9][N:8]=2)[C:3]=1[CH2:13][O:14][C:15]1[CH:16]=[CH:17][C:18]([C:21]([OH:23])=O)=[N:19][CH:20]=1.Cl.[NH2:25][C@@H:26]1[CH2:30][CH2:29][CH2:28][C@H:27]1[OH:31], predict the reaction product. The product is: [OH:31][C@H:27]1[CH2:28][CH2:29][CH2:30][C@@H:26]1[NH:25][C:21]([C:18]1[CH:17]=[CH:16][C:15]([O:14][CH2:13][C:3]2[C:4]([C:7]3[CH:12]=[CH:11][CH:10]=[CH:9][N:8]=3)=[N:5][O:6][C:2]=2[CH3:1])=[CH:20][N:19]=1)=[O:23]. (4) Given the reactants [Br:1][C:2]1[C:7]([F:8])=[CH:6][C:5]([S:9](Cl)(=[O:11])=[O:10])=[C:4]([F:13])[CH:3]=1.[CH:14]([NH2:17])([CH3:16])[CH3:15], predict the reaction product. The product is: [Br:1][C:2]1[C:7]([F:8])=[CH:6][C:5]([S:9]([NH:17][CH:14]([CH3:16])[CH3:15])(=[O:11])=[O:10])=[C:4]([F:13])[CH:3]=1. (5) Given the reactants [C:1]([C:5]1[O:9][N:8]=[C:7]([C:10]2[CH:15]=[C:14](Cl)[C:13]([CH:17]3[CH2:19][CH2:18]3)=[CH:12][N:11]=2)[N:6]=1)([CH3:4])([CH3:3])[CH3:2].[CH3:20][O:21][CH:22]1[CH2:25][NH:24][CH2:23]1.C([O-])([O-])=O.[Cs+].[Cs+], predict the reaction product. The product is: [C:1]([C:5]1[O:9][N:8]=[C:7]([C:10]2[CH:15]=[C:14]([N:24]3[CH2:25][CH:22]([O:21][CH3:20])[CH2:23]3)[C:13]([CH:17]3[CH2:19][CH2:18]3)=[CH:12][N:11]=2)[N:6]=1)([CH3:4])([CH3:3])[CH3:2].